From a dataset of NCI-60 drug combinations with 297,098 pairs across 59 cell lines. Regression. Given two drug SMILES strings and cell line genomic features, predict the synergy score measuring deviation from expected non-interaction effect. (1) Drug 1: CC(C1=C(C=CC(=C1Cl)F)Cl)OC2=C(N=CC(=C2)C3=CN(N=C3)C4CCNCC4)N. Drug 2: COC1=CC(=CC(=C1O)OC)C2C3C(COC3=O)C(C4=CC5=C(C=C24)OCO5)OC6C(C(C7C(O6)COC(O7)C8=CC=CS8)O)O. Cell line: RXF 393. Synergy scores: CSS=19.9, Synergy_ZIP=-4.91, Synergy_Bliss=0.387, Synergy_Loewe=-6.06, Synergy_HSA=1.68. (2) Drug 1: C(=O)(N)NO. Drug 2: CC1C(C(CC(O1)OC2CC(CC3=C2C(=C4C(=C3O)C(=O)C5=C(C4=O)C(=CC=C5)OC)O)(C(=O)CO)O)N)O.Cl. Cell line: 786-0. Synergy scores: CSS=30.6, Synergy_ZIP=-1.14, Synergy_Bliss=-0.00667, Synergy_Loewe=-3.03, Synergy_HSA=0.988.